This data is from Forward reaction prediction with 1.9M reactions from USPTO patents (1976-2016). The task is: Predict the product of the given reaction. (1) Given the reactants C(OC(=O)[N:7]([CH2:12][C:13]1[CH:14]=[N:15][C:16]([C:19]2[S:27][C:26]3[C:21](=[N:22][CH:23]=[CH:24][C:25]=3[O:28][C:29]3[CH:34]=[CH:33][C:32]([NH:35][C:36]([NH:38][S:39]([CH:42]4[CH2:44][CH2:43]4)(=[O:41])=[O:40])=[O:37])=[CH:31][C:30]=3[F:45])[CH:20]=2)=[CH:17][CH:18]=1)[CH2:8][CH2:9][O:10][CH3:11])(C)(C)C.Cl.O1CCOCC1.C([O-])(O)=O.[Na+], predict the reaction product. The product is: [F:45][C:30]1[CH:31]=[C:32]([NH:35][C:36]([NH:38][S:39]([CH:42]2[CH2:43][CH2:44]2)(=[O:40])=[O:41])=[O:37])[CH:33]=[CH:34][C:29]=1[O:28][C:25]1[CH:24]=[CH:23][N:22]=[C:21]2[CH:20]=[C:19]([C:16]3[CH:17]=[CH:18][C:13]([CH2:12][NH:7][CH2:8][CH2:9][O:10][CH3:11])=[CH:14][N:15]=3)[S:27][C:26]=12. (2) Given the reactants [Br:1][C:2]1[CH:3]=[CH:4][C:5]([F:20])=[C:6]([C@@:8]2([CH3:19])[NH:13][C:12](=S)[C:11]([CH3:16])([CH3:15])[S:10](=[O:18])(=[O:17])[CH2:9]2)[CH:7]=1.[NH3:21], predict the reaction product. The product is: [Br:1][C:2]1[CH:3]=[CH:4][C:5]([F:20])=[C:6]([C@:8]2([CH3:19])[CH2:9][S:10](=[O:18])(=[O:17])[C:11]([CH3:16])([CH3:15])[C:12]([NH2:21])=[N:13]2)[CH:7]=1. (3) Given the reactants C1C2C(COC([NH:18][C@@H:19]3[CH2:23][N:22]([C:24](=[O:44])[C@@H:25]([NH:30][C:31](=[O:43])[C@@H:32]([N:34]([CH3:42])[C:35](=[O:41])[O:36][C:37]([CH3:40])([CH3:39])[CH3:38])[CH3:33])[C:26]([CH3:29])([CH3:28])[CH3:27])[C@H:21]([C:45](=[O:57])[NH:46][C@H:47]4[C:56]5[C:51](=[CH:52][CH:53]=[CH:54][CH:55]=5)[CH2:50][CH2:49][CH2:48]4)[CH2:20]3)=O)C3C(=CC=CC=3)C=2C=CC=1.N1CCCCC1, predict the reaction product. The product is: [NH2:18][C@@H:19]1[CH2:23][N:22]([C:24](=[O:44])[C@@H:25]([NH:30][C:31](=[O:43])[C@@H:32]([N:34]([CH3:42])[C:35](=[O:41])[O:36][C:37]([CH3:38])([CH3:39])[CH3:40])[CH3:33])[C:26]([CH3:28])([CH3:29])[CH3:27])[C@H:21]([C:45](=[O:57])[NH:46][C@H:47]2[C:56]3[C:51](=[CH:52][CH:53]=[CH:54][CH:55]=3)[CH2:50][CH2:49][CH2:48]2)[CH2:20]1. (4) Given the reactants [OH:1][C:2]1[CH:3]=[C:4]([CH:8]=[CH:9][C:10]=1[F:11])[C:5]([OH:7])=O.[CH:12]1([NH2:15])[CH2:14][CH2:13]1.C(N(CC)CC)C.C1C=CC2N(O)N=NC=2C=1.CCN=C=NCCCN(C)C, predict the reaction product. The product is: [OH:1][C:2]1[CH:3]=[C:4]([CH:8]=[CH:9][C:10]=1[F:11])[C:5]([NH:15][CH:12]1[CH2:14][CH2:13]1)=[O:7]. (5) Given the reactants [I:1][C:2]1[CH:6]=[C:5]([CH:7]2[CH2:12][CH2:11][NH:10][CH2:9][CH2:8]2)[N:4]([CH3:13])[N:3]=1.N1C=CC=CC=1.[C:20](Cl)(=[O:22])[CH3:21], predict the reaction product. The product is: [I:1][C:2]1[CH:6]=[C:5]([CH:7]2[CH2:12][CH2:11][N:10]([C:20](=[O:22])[CH3:21])[CH2:9][CH2:8]2)[N:4]([CH3:13])[N:3]=1. (6) Given the reactants B([O-])[O-].[CH2:4]([O:6][C:7]([C@@H:9]1[C@H:11]([C:12]2[CH:17]=[CH:16][CH:15]=[CH:14][CH:13]=2)[C@H:10]1[C:18]1[CH:23]=[CH:22][CH:21]=[C:20](Br)[CH:19]=1)=[O:8])[CH3:5].Cl[C:26]1[N:31]=[CH:30][C:29]([CH3:32])=[CH:28][N:27]=1, predict the reaction product. The product is: [CH2:4]([O:6][C:7]([C@@H:9]1[C@H:11]([C:12]2[CH:17]=[CH:16][CH:15]=[CH:14][CH:13]=2)[C@H:10]1[C:18]1[CH:23]=[CH:22][CH:21]=[C:20]([C:26]2[N:31]=[CH:30][C:29]([CH3:32])=[CH:28][N:27]=2)[CH:19]=1)=[O:8])[CH3:5]. (7) Given the reactants [CH3:1][NH:2][C:3]1[CH:8]=[CH:7][N:6]=[C:5]([NH2:9])[CH:4]=1.Br[CH2:11][C:12]([C:14]1[CH:19]=[CH:18][C:17]([CH3:20])=[C:16]([O:21][CH3:22])[CH:15]=1)=O, predict the reaction product. The product is: [CH3:22][O:21][C:16]1[CH:15]=[C:14]([C:12]2[N:9]=[C:5]3[CH:4]=[C:3]([NH:2][CH3:1])[CH:8]=[CH:7][N:6]3[CH:11]=2)[CH:19]=[CH:18][C:17]=1[CH3:20]. (8) Given the reactants [F:1][C:2]1[CH:7]=[CH:6][C:5]([CH2:8][C:9]([OH:11])=O)=[C:4]([C:12]([F:15])([F:14])[F:13])[CH:3]=1.[Cl:16][C:17]1[CH:18]=[CH:19][CH:20]=[C:21]2[C:30]=1[C:24]1([CH2:29][CH2:28][NH:27][CH2:26][CH2:25]1)[CH2:23][CH:22]2[CH2:31][C:32]([O:34]CC)=[O:33], predict the reaction product. The product is: [Cl:16][C:17]1[CH:18]=[CH:19][CH:20]=[C:21]2[C:30]=1[C:24]1([CH2:25][CH2:26][N:27]([C:9](=[O:11])[CH2:8][C:5]3[CH:6]=[CH:7][C:2]([F:1])=[CH:3][C:4]=3[C:12]([F:15])([F:14])[F:13])[CH2:28][CH2:29]1)[CH2:23][CH:22]2[CH2:31][C:32]([OH:34])=[O:33]. (9) The product is: [CH3:48][N:49]1[CH2:54][CH2:53][N:52]([C:55]2[N:60]=[CH:59][C:58]([C:61]3[CH:70]=[C:69]([C:71]([NH:1][C@H:2]4[CH2:7][CH2:6][C@H:5]([CH2:8][NH:9][C:10](=[O:16])[O:11][C:12]([CH3:13])([CH3:15])[CH3:14])[CH2:4][CH2:3]4)=[O:72])[C:68]4[C:63](=[CH:64][CH:65]=[CH:66][CH:67]=4)[N:62]=3)=[CH:57][CH:56]=2)[CH2:51][CH2:50]1. Given the reactants [NH2:1][C@H:2]1[CH2:7][CH2:6][C@H:5]([CH2:8][NH:9][C:10](=[O:16])[O:11][C:12]([CH3:15])([CH3:14])[CH3:13])[CH2:4][CH2:3]1.CCN(C(C)C)C(C)C.CN(C(ON1N=NC2C=CC=CC1=2)=[N+](C)C)C.[B-](F)(F)(F)F.[CH3:48][N:49]1[CH2:54][CH2:53][N:52]([C:55]2[N:60]=[CH:59][C:58]([C:61]3[CH:70]=[C:69]([C:71](O)=[O:72])[C:68]4[C:63](=[CH:64][CH:65]=[CH:66][CH:67]=4)[N:62]=3)=[CH:57][CH:56]=2)[CH2:51][CH2:50]1, predict the reaction product. (10) The product is: [F:13][CH:2]([F:1])[O:3][C:4]1[CH:11]=[CH:10][CH:9]=[C:8]([F:12])[C:5]=1[C:6](=[N:15][OH:16])[NH2:7]. Given the reactants [F:1][CH:2]([F:13])[O:3][C:4]1[CH:11]=[CH:10][CH:9]=[C:8]([F:12])[C:5]=1[C:6]#[N:7].Cl.[NH2:15][OH:16].C(=O)([O-])[O-].[Na+].[Na+].O, predict the reaction product.